Dataset: Full USPTO retrosynthesis dataset with 1.9M reactions from patents (1976-2016). Task: Predict the reactants needed to synthesize the given product. (1) Given the product [NH2:1][C:2]1[N:3]=[C:4]([Cl:28])[C:5]2=[C:6]([N:8]([CH2:21][C:22]3[CH:23]=[N:24][CH:25]=[CH:26][CH:27]=3)[C:9](=[O:20])/[C:10]/2=[CH:11]\[C:12]2[NH:16][CH:15]=[C:14]([C:17]([NH:34][CH2:33][CH2:32][N:31]([CH2:35][CH3:36])[CH2:29][CH3:30])=[O:18])[CH:13]=2)[N:7]=1, predict the reactants needed to synthesize it. The reactants are: [NH2:1][C:2]1[N:3]=[C:4]([Cl:28])[C:5]2=[C:6]([N:8]([CH2:21][C:22]3[CH:23]=[N:24][CH:25]=[CH:26][CH:27]=3)[C:9](=[O:20])/[C:10]/2=[CH:11]\[C:12]2[NH:16][CH:15]=[C:14]([C:17](O)=[O:18])[CH:13]=2)[N:7]=1.[CH2:29]([N:31]([CH2:35][CH3:36])[CH2:32][CH2:33][NH2:34])[CH3:30].F[P-](F)(F)(F)(F)F.N1(O[P+](N(C)C)(N(C)C)N(C)C)C2C=CC=CC=2N=N1.CCN(C(C)C)C(C)C. (2) Given the product [Cl:1][C:2]1[CH:27]=[CH:26][C:5]2[N:6]([CH2:23][CH2:24][N:28]3[CH2:32][CH2:31][CH:30]([OH:33])[CH2:29]3)[C:7]([CH2:9][N:10]3[C:14]4=[CH:15][N:16]=[CH:17][CH:18]=[C:13]4[C:12]([S:19]([CH3:22])(=[O:21])=[O:20])=[N:11]3)=[N:8][C:4]=2[CH:3]=1, predict the reactants needed to synthesize it. The reactants are: [Cl:1][C:2]1[CH:27]=[CH:26][C:5]2[N:6]([CH2:23][CH2:24]Cl)[C:7]([CH2:9][N:10]3[C:14]4=[CH:15][N:16]=[CH:17][CH:18]=[C:13]4[C:12]([S:19]([CH3:22])(=[O:21])=[O:20])=[N:11]3)=[N:8][C:4]=2[CH:3]=1.[NH:28]1[CH2:32][CH2:31][CH:30]([OH:33])[CH2:29]1. (3) Given the product [C:10]1([CH2:9][CH:8]([C:3]2[CH:2]=[CH:7][CH:6]=[CH:5][CH:4]=2)[CH3:16])[CH:11]=[CH:12][CH:13]=[CH:14][CH:15]=1, predict the reactants needed to synthesize it. The reactants are: C[C:2]1[CH:7]=[CH:6][CH:5]=[CH:4][C:3]=1[CH:8]=[CH:9][C:10]1[CH:15]=[CH:14][CH:13]=[CH:12][CH:11]=1.[CH2:16](Cl)Cl. (4) Given the product [CH2:27]([N:22]([CH2:15][C:16]1[CH:17]=[CH:18][CH:19]=[CH:20][CH:21]=1)[C@@H:23]([CH3:1])[CH2:24][NH:26][C:12]([N:34]1[CH2:35][CH2:36][CH:37]([N:40]2[C:44]3[CH:45]=[CH:46][CH:47]=[CH:48][C:43]=3[NH:42][C:41]2=[O:49])[CH2:38][CH2:39]1)=[S:14])[C:28]1[CH:29]=[CH:30][CH:31]=[CH:32][CH:33]=1, predict the reactants needed to synthesize it. The reactants are: [CH3:1]CN=C=NCCCN(C)C.[C:12](=[S:14])=S.[CH2:15]([N:22]([CH2:27][C:28]1[CH:33]=[CH:32][CH:31]=[CH:30][CH:29]=1)[CH2:23][C@@H:24]([NH2:26])C)[C:16]1[CH:21]=[CH:20][CH:19]=[CH:18][CH:17]=1.[NH:34]1[CH2:39][CH2:38][CH:37]([N:40]2[C:44]3[CH:45]=[CH:46][CH:47]=[CH:48][C:43]=3[NH:42][C:41]2=[O:49])[CH2:36][CH2:35]1. (5) Given the product [Cl:26][C:27]1[CH:32]=[CH:31][CH:30]=[CH:29][C:28]=1[CH2:33][S:34]([NH:37][C:38]1[N:39]=[N:40][C:41]([S:10][CH3:9])=[CH:42][C:43]=1[O:44][CH3:45])(=[O:36])=[O:35], predict the reactants needed to synthesize it. The reactants are: ClC1C=C([CH2:9][S:10](NC2C(OC)=CC(SC(C)C)=CN=2)(=O)=O)C=C(Cl)C=1.[Cl:26][C:27]1[CH:32]=[CH:31][CH:30]=[CH:29][C:28]=1[CH2:33][S:34]([NH:37][C:38]1[N:39]=[N:40][C:41](I)=[CH:42][C:43]=1[O:44][CH3:45])(=[O:36])=[O:35].ClC1C=C(CS(NC2C(OC)=CC(I)=CN=2)(=O)=O)C=C(Cl)C=1.C[S-].[Na+].CC(S)C.